This data is from Full USPTO retrosynthesis dataset with 1.9M reactions from patents (1976-2016). The task is: Predict the reactants needed to synthesize the given product. (1) Given the product [O:1]1[CH2:6][CH2:5][O:4][C:3]2[CH:7]=[C:8]([OH:21])[CH:9]=[CH:10][C:2]1=2, predict the reactants needed to synthesize it. The reactants are: [O:1]1[CH2:6][CH2:5][O:4][C:3]2[CH:7]=[C:8](C=O)[CH:9]=[CH:10][C:2]1=2.C1C=C(Cl)C=C(C(OO)=[O:21])C=1. (2) Given the product [CH3:48][C:38]1([CH3:49])[C:39]2[CH:40]=[C:41]([NH:33][C:9]3[CH:10]=[CH:11][C:12]([C:14]4[CH:15]=[CH:16][C:17]5[N:18]([C:27]6[CH:28]=[CH:29][CH:30]=[CH:31][CH:32]=6)[C:19]6[C:24]([C:25]=5[CH:26]=4)=[CH:23][CH:22]=[CH:21][CH:20]=6)=[CH:13][C:8]=3[CH3:7])[CH:42]=[CH:43][C:44]=2[C:45]2[C:37]1=[CH:36][CH:35]=[CH:47][CH:46]=2, predict the reactants needed to synthesize it. The reactants are: CC(C)([O-])C.[Na+].[CH3:7][C:8]1[CH:13]=[C:12]([C:14]2[CH:15]=[CH:16][C:17]3[N:18]([C:27]4[CH:32]=[CH:31][CH:30]=[CH:29][CH:28]=4)[C:19]4[C:24]([C:25]=3[CH:26]=2)=[CH:23][CH:22]=[CH:21][CH:20]=4)[CH:11]=[CH:10][C:9]=1[NH2:33].Br[C:35]1[CH:47]=[CH:46][C:45]2[C:44]3[C:39](=[CH:40][CH:41]=[CH:42][CH:43]=3)[C:38]([CH3:49])([CH3:48])[C:37]=2[CH:36]=1. (3) Given the product [Cl:22][C:23]([Cl:30])([Cl:29])[C:24]([NH:26][C:27]([NH:19][C:17]1[CH:18]=[C:13]2[CH:12]=[CH:11][CH:10]=[C:9]3[C:14]2=[C:15]([CH:16]=1)[C:20](=[O:21])[N:6]([CH2:5][CH2:4][N:2]([CH3:1])[CH3:3])[C:7]3=[O:8])=[O:28])=[O:25], predict the reactants needed to synthesize it. The reactants are: [CH3:1][N:2]([CH2:4][CH2:5][N:6]1[C:20](=[O:21])[C:15]2=[CH:16][C:17]([NH2:19])=[CH:18][C:13]3[C:14]2=[C:9]([CH:10]=[CH:11][CH:12]=3)[C:7]1=[O:8])[CH3:3].[Cl:22][C:23]([Cl:30])([Cl:29])[C:24]([N:26]=[C:27]=[O:28])=[O:25].O.